From a dataset of Full USPTO retrosynthesis dataset with 1.9M reactions from patents (1976-2016). Predict the reactants needed to synthesize the given product. (1) Given the product [Si:1]([O:8][C@H:9]1[C@H:13]2[O:14][CH2:15][C@@H:16]([O:17][C:18]3[N:19]([CH2:49][O:50][CH2:51][CH2:52][Si:53]([CH3:54])([CH3:55])[CH3:56])[C:20]4[C:21]([N:48]=3)=[N:22][C:23]([C:27]3[CH:32]=[CH:31][C:30]([C:33]#[C:34][CH:35]5[CH2:40][CH2:39][NH:38][CH2:37][CH2:36]5)=[CH:29][CH:28]=3)=[C:24]([Cl:26])[CH:25]=4)[C@H:12]2[O:11][CH2:10]1)([C:4]([CH3:7])([CH3:6])[CH3:5])([CH3:3])[CH3:2], predict the reactants needed to synthesize it. The reactants are: [Si:1]([O:8][C@H:9]1[C@H:13]2[O:14][CH2:15][C@@H:16]([O:17][C:18]3[N:19]([CH2:49][O:50][CH2:51][CH2:52][Si:53]([CH3:56])([CH3:55])[CH3:54])[C:20]4[C:21]([N:48]=3)=[N:22][C:23]([C:27]3[CH:32]=[CH:31][C:30]([C:33]#[C:34][CH:35]5[CH2:40][CH2:39][N:38](C(OC(C)(C)C)=O)[CH2:37][CH2:36]5)=[CH:29][CH:28]=3)=[C:24]([Cl:26])[CH:25]=4)[C@H:12]2[O:11][CH2:10]1)([C:4]([CH3:7])([CH3:6])[CH3:5])([CH3:3])[CH3:2].FC(F)(F)C(O)=O.C(=O)(O)[O-].[Na+]. (2) Given the product [F:43][B-:44]([F:47])([F:46])[F:45].[C:32]1([I+:31][C:9]2[CH:10]=[CH:11][C:12]3[O:13][C:14]4[C:19](=[CH:18][CH:17]=[CH:16][CH:15]=4)[C:20](=[O:22])[C:21]=3[CH:8]=2)[CH:37]=[CH:36][CH:35]=[CH:34][CH:33]=1, predict the reactants needed to synthesize it. The reactants are: C(OC(=O)C)(=O)C.[CH:8]1[C:21]2[C:20](=[O:22])[C:19]3[C:14](=[CH:15][CH:16]=[CH:17][CH:18]=3)[O:13][C:12]=2[CH:11]=[CH:10][CH:9]=1.C(O)(=O)C.C(O)(=O)C.[I:31][C:32]1[CH:37]=[CH:36][CH:35]=[CH:34][CH:33]=1.S(=O)(=O)(O)O.[F:43][B-:44]([F:47])([F:46])[F:45].[K+]. (3) Given the product [Cl:10][C:11]1[CH:19]=[C:18]([CH:17]=[C:16]([Cl:22])[C:12]=1[C:13]([N:1]1[C:9]2[CH:8]=[CH:7][N:6]=[CH:5][C:4]=2[CH:3]=[CH:2]1)=[O:14])[C:20]#[N:21], predict the reactants needed to synthesize it. The reactants are: [NH:1]1[C:9]2[CH:8]=[CH:7][N:6]=[CH:5][C:4]=2[CH:3]=[CH:2]1.[Cl:10][C:11]1[CH:19]=[C:18]([C:20]#[N:21])[CH:17]=[C:16]([Cl:22])[C:12]=1[C:13](O)=[O:14]. (4) Given the product [ClH:1].[ClH:1].[CH2:2]([O:9][C:10]1[C:11]([NH:17][C:18]2[S:19][CH:20]=[C:21]([CH3:23])[N:22]=2)=[N:12][CH:13]=[C:14]([S:37][C:34]2[CH:35]=[CH:36][N:31]=[CH:32][CH:33]=2)[CH:15]=1)[C:3]1[CH:8]=[CH:7][CH:6]=[CH:5][CH:4]=1, predict the reactants needed to synthesize it. The reactants are: [ClH:1].[CH2:2]([O:9][C:10]1[C:11]([NH:17][C:18]2[S:19][CH:20]=[C:21]([CH3:23])[N:22]=2)=[N:12][CH:13]=[C:14](Br)[CH:15]=1)[C:3]1[CH:8]=[CH:7][CH:6]=[CH:5][CH:4]=1.[Li]C.C([Li])CCC.[N:31]1[CH:36]=[CH:35][C:34]([S:37][S:37][C:34]2[CH:35]=[CH:36][N:31]=[CH:32][CH:33]=2)=[CH:33][CH:32]=1. (5) Given the product [NH2:1][C@@H:2]([CH2:20][S:21][CH2:22][C@H:23]([O:39][C:40](=[O:52])[CH2:41][CH2:42][CH2:43][CH2:44][CH2:45][CH2:46][CH2:47][CH2:48][CH2:49][CH2:50][CH3:51])[CH2:24][O:25][C:26](=[O:38])[CH2:27][CH2:28][CH2:29][CH2:30][CH2:31][CH2:32][CH2:33][CH2:34][CH2:35][CH2:36][CH3:37])[C:3]([NH:5][CH2:6][CH2:7][CH2:8][C:9]([P:12](=[O:13])([OH:19])[OH:16])([F:11])[F:10])=[O:4], predict the reactants needed to synthesize it. The reactants are: [NH2:1][C@@H:2]([CH2:20][S:21][CH2:22][C@H:23]([O:39][C:40](=[O:52])[CH2:41][CH2:42][CH2:43][CH2:44][CH2:45][CH2:46][CH2:47][CH2:48][CH2:49][CH2:50][CH3:51])[CH2:24][O:25][C:26](=[O:38])[CH2:27][CH2:28][CH2:29][CH2:30][CH2:31][CH2:32][CH2:33][CH2:34][CH2:35][CH2:36][CH3:37])[C:3]([NH:5][CH2:6][CH2:7][CH2:8][C:9]([P:12](=[O:19])([O:16]CC)[O:13]CC)([F:11])[F:10])=[O:4].C[Si](Br)(C)C. (6) Given the product [Br:1][C:2]1[CH:3]=[CH:4][C:5]([F:32])=[C:6]([CH:31]=1)[O:7][CH:8]1[CH2:13][CH2:12][N:11]([C:14]2[N:15]=[CH:16][C:17]([C:20]3[N:21]=[N:22][N:23]([CH2:25][C:26]([OH:28])=[O:27])[N:24]=3)=[CH:18][N:19]=2)[CH2:10][CH2:9]1, predict the reactants needed to synthesize it. The reactants are: [Br:1][C:2]1[CH:3]=[CH:4][C:5]([F:32])=[C:6]([CH:31]=1)[O:7][CH:8]1[CH2:13][CH2:12][N:11]([C:14]2[N:19]=[CH:18][C:17]([C:20]3[N:21]=[N:22][N:23]([CH2:25][C:26]([O:28]CC)=[O:27])[N:24]=3)=[CH:16][N:15]=2)[CH2:10][CH2:9]1.[OH-].[Na+]. (7) The reactants are: [C:1]12([CH2:8][Mg]Br)[CH2:7][CH:4]([CH2:5][CH2:6]1)[CH:3]=[CH:2]2.[CH:11]([CH:13](Cl)[C:14]1[CH:19]=[CH:18][CH:17]=[CH:16][CH:15]=1)=[CH2:12]. Given the product [C:1]12([CH2:8][CH2:12][CH:11]=[CH:13][C:14]3[CH:19]=[CH:18][CH:17]=[CH:16][CH:15]=3)[CH2:7][CH:4]([CH2:5][CH2:6]1)[CH:3]=[CH:2]2, predict the reactants needed to synthesize it.